This data is from Forward reaction prediction with 1.9M reactions from USPTO patents (1976-2016). The task is: Predict the product of the given reaction. (1) The product is: [S:1]1[C:5]2[CH:6]=[CH:7][CH:8]=[CH:9][C:4]=2[N:3]=[C:2]1[NH:10][C:11]([C:13]1[CH:14]=[CH:15][CH:16]=[C:17]2[C:22]=1[CH2:21][N:20]([C:23]1[N:28]=[C:27]([C:29]([OH:31])=[O:30])[C:26]([CH2:36][CH2:37][CH2:38][O:39][C:40]3[CH:41]=[CH:42][CH:43]=[CH:44][CH:45]=3)=[CH:25][CH:24]=1)[CH2:19][CH2:18]2)=[O:12]. Given the reactants [S:1]1[C:5]2[CH:6]=[CH:7][CH:8]=[CH:9][C:4]=2[N:3]=[C:2]1[N:10](COCC[Si](C)(C)C)[C:11]([C:13]1[CH:14]=[CH:15][CH:16]=[C:17]2[C:22]=1[CH2:21][N:20]([C:23]1[N:28]=[C:27]([C:29]([O:31]C(C)(C)C)=[O:30])[C:26]([CH2:36][CH2:37][CH2:38][O:39][C:40]3[CH:45]=[CH:44][CH:43]=[CH:42][CH:41]=3)=[CH:25][CH:24]=1)[CH2:19][CH2:18]2)=[O:12].O.Cl, predict the reaction product. (2) The product is: [F:44][CH:42]([F:43])[C:32]1[N:31]([C:21]2[N:22]=[C:23]([N:25]3[CH2:30][CH2:29][O:28][CH2:27][CH2:26]3)[N:24]=[C:19]([NH:1][C:2]3[CH:7]=[N:6][C:5]([O:8][CH3:9])=[CH:4][CH:3]=3)[N:20]=2)[C:35]2[CH:36]=[CH:37][CH:38]=[C:39]([O:40][CH3:41])[C:34]=2[N:33]=1. Given the reactants [NH2:1][C:2]1[CH:3]=[CH:4][C:5]([O:8][CH3:9])=[N:6][CH:7]=1.C([N-]C(C)C)(C)C.[Li+].Cl[C:19]1[N:24]=[C:23]([N:25]2[CH2:30][CH2:29][O:28][CH2:27][CH2:26]2)[N:22]=[C:21]([N:31]2[C:35]3[CH:36]=[CH:37][CH:38]=[C:39]([O:40][CH3:41])[C:34]=3[N:33]=[C:32]2[CH:42]([F:44])[F:43])[N:20]=1, predict the reaction product.